From a dataset of Forward reaction prediction with 1.9M reactions from USPTO patents (1976-2016). Predict the product of the given reaction. (1) Given the reactants C(O[BH-](OC(=O)C)OC(=O)C)(=O)C.[Na+].[OH:15][C:16]1[CH:21]=[CH:20][C:19]([C:22]2[CH:27]=[CH:26][C:25]([CH:28]=O)=[CH:24][CH:23]=2)=[CH:18][CH:17]=1.[F:30][C:31]([F:47])([F:46])[O:32][C:33]1[CH:45]=[CH:44][C:36]([O:37][CH:38]2[CH2:43][CH2:42][NH:41][CH2:40][CH2:39]2)=[CH:35][CH:34]=1.C(=O)([O-])[O-].[K+].[K+], predict the reaction product. The product is: [F:47][C:31]([F:30])([F:46])[O:32][C:33]1[CH:45]=[CH:44][C:36]([O:37][CH:38]2[CH2:39][CH2:40][N:41]([CH2:28][C:25]3[CH:24]=[CH:23][C:22]([C:19]4[CH:18]=[CH:17][C:16]([OH:15])=[CH:21][CH:20]=4)=[CH:27][CH:26]=3)[CH2:42][CH2:43]2)=[CH:35][CH:34]=1. (2) The product is: [F:22][C:19]1[CH:18]=[CH:17][C:16]([CH2:15][CH:2]([NH:1][C:29]([CH:23]2[CH2:28][CH2:27][CH2:26][CH2:25][CH2:24]2)=[O:30])[CH:3]([OH:4])[C:5]2[CH:10]=[CH:9][C:8]([C:11]([F:12])([F:13])[F:14])=[CH:7][CH:6]=2)=[CH:21][CH:20]=1. Given the reactants [NH2:1][CH:2]([CH2:15][C:16]1[CH:21]=[CH:20][C:19]([F:22])=[CH:18][CH:17]=1)[CH:3]([C:5]1[CH:10]=[CH:9][C:8]([C:11]([F:14])([F:13])[F:12])=[CH:7][CH:6]=1)[OH:4].[CH:23]1([C:29](Cl)=[O:30])[CH2:28][CH2:27][CH2:26][CH2:25][CH2:24]1.C(=O)([O-])O.[Na+], predict the reaction product.